Dataset: Forward reaction prediction with 1.9M reactions from USPTO patents (1976-2016). Task: Predict the product of the given reaction. (1) Given the reactants [C:1]1([NH:7][C:8]([C:10]2([C:13]([O:15]CC)=[O:14])[CH2:12][CH2:11]2)=[O:9])[CH:6]=[CH:5][CH:4]=[CH:3][CH:2]=1.[OH-].[K+], predict the reaction product. The product is: [C:1]1([NH:7][C:8]([C:10]2([C:13]([OH:15])=[O:14])[CH2:11][CH2:12]2)=[O:9])[CH:2]=[CH:3][CH:4]=[CH:5][CH:6]=1. (2) Given the reactants [Cl-].[NH4+:2].[N+:3]([C:6]1[CH:11]=[CH:10][C:9]([C:12]2[C:20]3[C:15](=[CH:16][CH:17]=[CH:18][CH:19]=3)[NH:14][C:13]=2[C:21]([O:23]CC)=O)=[CH:8][CH:7]=1)([O-:5])=[O:4], predict the reaction product. The product is: [N+:3]([C:6]1[CH:7]=[CH:8][C:9]([C:12]2[C:20]3[C:15](=[CH:16][CH:17]=[CH:18][CH:19]=3)[NH:14][C:13]=2[C:21]([NH2:2])=[O:23])=[CH:10][CH:11]=1)([O-:5])=[O:4].